This data is from Catalyst prediction with 721,799 reactions and 888 catalyst types from USPTO. The task is: Predict which catalyst facilitates the given reaction. (1) Reactant: [C:1]([O:4][CH2:5][C:6]1[CH:11]=[C:10]([C:12]2[CH2:16][C:15]([C:21]3[CH:26]=[C:25]([Cl:27])[CH:24]=[C:23]([Cl:28])[CH:22]=3)([C:17]([F:20])([F:19])[F:18])[O:14][N:13]=2)[CH:9]=[CH:8][C:7]=1Br)(=[O:3])[CH3:2].[B:30]1([B:30]2[O:34][C:33]([CH3:36])([CH3:35])[C:32]([CH3:38])([CH3:37])[O:31]2)[O:34][C:33]([CH3:36])([CH3:35])[C:32]([CH3:38])([CH3:37])[O:31]1.CC([O-])=O.[K+]. Product: [C:1]([O:4][CH2:5][C:6]1[CH:11]=[C:10]([C:12]2[CH2:16][C:15]([C:21]3[CH:26]=[C:25]([Cl:27])[CH:24]=[C:23]([Cl:28])[CH:22]=3)([C:17]([F:20])([F:19])[F:18])[O:14][N:13]=2)[CH:9]=[CH:8][C:7]=1[B:30]1[O:34][C:33]([CH3:36])([CH3:35])[C:32]([CH3:38])([CH3:37])[O:31]1)(=[O:3])[CH3:2]. The catalyst class is: 75. (2) Reactant: [Br:1][C:2]1[C:11]([N:12]=[C:13]=S)=[CH:10][CH:9]=[C:8]2[C:3]=1[N:4]=[CH:5][CH:6]=[N:7]2.[CH2:15]([NH2:18])[CH2:16][NH2:17]. Product: [Br:1][C:2]1[C:11]([NH:12][C:13]2[NH:17][CH2:16][CH2:15][N:18]=2)=[CH:10][CH:9]=[C:8]2[C:3]=1[N:4]=[CH:5][CH:6]=[N:7]2. The catalyst class is: 48.